This data is from Catalyst prediction with 721,799 reactions and 888 catalyst types from USPTO. The task is: Predict which catalyst facilitates the given reaction. (1) Reactant: [BH4-].[Na+].[C:3]([C:6]1[C:7]2[CH:32]=[CH:31][CH:30]=[CH:29][C:8]=2[S:9][C:10]=1[N:11]([CH2:17][C:18]1[CH:23]=[CH:22][C:21]([F:24])=[C:20]([C:25]([F:28])([F:27])[F:26])[CH:19]=1)[S:12]([CH2:15][CH3:16])(=[O:14])=[O:13])(=[O:5])[CH3:4]. Product: [F:24][C:21]1[CH:22]=[CH:23][C:18]([CH2:17][N:11]([C:10]2[S:9][C:8]3[CH:29]=[CH:30][CH:31]=[CH:32][C:7]=3[C:6]=2[CH:3]([OH:5])[CH3:4])[S:12]([CH2:15][CH3:16])(=[O:13])=[O:14])=[CH:19][C:20]=1[C:25]([F:28])([F:26])[F:27]. The catalyst class is: 8. (2) Reactant: Br[C:2]1[CH:3]=[C:4]([CH2:17][N:18]([CH3:26])[C:19](=[O:25])[O:20][C:21]([CH3:24])([CH3:23])[CH3:22])[S:5][C:6]=1[S:7]([C:10]1[CH:15]=[CH:14][CH:13]=[C:12]([F:16])[CH:11]=1)(=[O:9])=[O:8].[Cl:27][C:28]1[C:33](B(O)O)=[CH:32][CH:31]=[CH:30][N:29]=1.C(=O)([O-])[O-].[Na+].[Na+].COCCOC. Product: [Cl:27][C:28]1[C:33]([C:2]2[CH:3]=[C:4]([CH2:17][N:18]([CH3:26])[C:19](=[O:25])[O:20][C:21]([CH3:24])([CH3:23])[CH3:22])[S:5][C:6]=2[S:7]([C:10]2[CH:15]=[CH:14][CH:13]=[C:12]([F:16])[CH:11]=2)(=[O:9])=[O:8])=[CH:32][CH:31]=[CH:30][N:29]=1. The catalyst class is: 103.